From a dataset of Reaction yield outcomes from USPTO patents with 853,638 reactions. Predict the reaction yield, written as a fraction of the theoretical maximum amount of product (1.0 means a 100% yield; for example, 0.34 means a 34% yield). (1) The reactants are [CH3:1][C:2]([CH3:37])([C:6](=[O:36])[C:7]1[C:15]2[C:10](=[N:11][CH:12]=[C:13]([C:16]3[CH:21]=[C:20]([O:22][CH3:23])[C:19]([O:24][CH3:25])=[C:18]([O:26][CH3:27])[CH:17]=3)[N:14]=2)[N:9]([CH2:28][O:29][CH2:30][CH2:31][Si:32]([CH3:35])([CH3:34])[CH3:33])[CH:8]=1)[CH2:3][CH:4]=O.[NH:38]1[CH2:43][CH2:42][O:41][CH2:40][CH2:39]1.C(O[BH-](OC(=O)C)OC(=O)C)(=O)C.[Na+].C([O-])(O)=O.[Na+]. The catalyst is ClCCCl. The product is [CH3:1][C:2]([CH3:37])([CH2:3][CH2:4][N:38]1[CH2:43][CH2:42][O:41][CH2:40][CH2:39]1)[C:6]([C:7]1[C:15]2[C:10](=[N:11][CH:12]=[C:13]([C:16]3[CH:17]=[C:18]([O:26][CH3:27])[C:19]([O:24][CH3:25])=[C:20]([O:22][CH3:23])[CH:21]=3)[N:14]=2)[N:9]([CH2:28][O:29][CH2:30][CH2:31][Si:32]([CH3:35])([CH3:33])[CH3:34])[CH:8]=1)=[O:36]. The yield is 0.130. (2) The reactants are [CH2:1]1[CH2:6][C@H:5]([C:7]([OH:9])=[O:8])[CH2:4][CH2:3][C@H:2]1[CH2:10][NH2:11].[CH3:12][C:13]([CH3:33])([CH3:32])[C:14]([O:16][CH:17]([O:21][C:22](ON1C(=O)CCC1=O)=[O:23])[CH2:18][CH2:19][CH3:20])=[O:15]. The catalyst is CC(OC)(C)C.CC(C)=O.O. The product is [CH3:32][C:13]([CH3:12])([CH3:33])[C:14]([O:16][CH:17]([O:21][C:22]([NH:11][CH2:10][C@H:2]1[CH2:3][CH2:4][C@H:5]([C:7]([OH:9])=[O:8])[CH2:6][CH2:1]1)=[O:23])[CH2:18][CH2:19][CH3:20])=[O:15]. The yield is 0.120.